Dataset: Catalyst prediction with 721,799 reactions and 888 catalyst types from USPTO. Task: Predict which catalyst facilitates the given reaction. (1) Reactant: C1CCC(N=C=NC2CCCCC2)CC1.C1C=CC2N(O)N=NC=2C=1.Cl.[O:27]1[CH2:32][CH2:31][N:30]([CH:33]([C:37]2[CH:42]=[CH:41][CH:40]=[CH:39][CH:38]=2)[C:34]([OH:36])=[O:35])[CH2:29][CH2:28]1.[N:43]12[CH2:50][CH2:49][CH:46]([CH2:47][CH2:48]1)[C@@H:45](O)[CH2:44]2. Product: [O:27]1[CH2:28][CH2:29][N:30]([CH:33]([C:37]2[CH:42]=[CH:41][CH:40]=[CH:39][CH:38]=2)[C:34]([O:36][C@@H:45]2[CH:46]3[CH2:49][CH2:50][N:43]([CH2:48][CH2:47]3)[CH2:44]2)=[O:35])[CH2:31][CH2:32]1. The catalyst class is: 1. (2) Reactant: [H-].[Na+].[Br:3][C:4]1[C:5]2[CH:13]=[CH:12][N:11]([S:14]([C:17]3[CH:23]=[CH:22][C:20]([CH3:21])=[CH:19][CH:18]=3)(=[O:16])=[O:15])[C:6]=2[C:7](=[O:10])[NH:8][CH:9]=1.I[CH3:25].O. Product: [Br:3][C:4]1[C:5]2[CH:13]=[CH:12][N:11]([S:14]([C:17]3[CH:23]=[CH:22][C:20]([CH3:21])=[CH:19][CH:18]=3)(=[O:16])=[O:15])[C:6]=2[C:7](=[O:10])[N:8]([CH3:25])[CH:9]=1. The catalyst class is: 9. (3) Reactant: [N+:1]([C:4]1[CH:5]=[C:6]([CH:9]=[C:10]([C:12]([F:15])([F:14])[F:13])[CH:11]=1)[C:7]#[N:8])([O-:3])=[O:2].[N-:16]=[N+:17]=[N-:18].[Na+]. The catalyst class is: 3. Product: [N+:1]([C:4]1[CH:5]=[C:6]([C:7]2[N:16]=[N:17][NH:18][N:8]=2)[CH:9]=[C:10]([C:12]([F:13])([F:14])[F:15])[CH:11]=1)([O-:3])=[O:2]. (4) Reactant: [CH3:1][C:2]1([CH3:22])[CH2:7][NH:6][CH:5]([CH2:8][C:9]([NH:11][C:12]2[CH:17]=[CH:16][C:15]([CH:18]([CH3:20])[CH3:19])=[CH:14][CH:13]=2)=[O:10])[C:4](=[O:21])[O:3]1.[CH3:23][C:24]([CH3:26])=O.C([BH3-])#N.[Na+].C(O)(=O)C. Product: [CH:24]([N:6]1[CH2:7][C:2]([CH3:1])([CH3:22])[O:3][C:4](=[O:21])[CH:5]1[CH2:8][C:9]([NH:11][C:12]1[CH:17]=[CH:16][C:15]([CH:18]([CH3:19])[CH3:20])=[CH:14][CH:13]=1)=[O:10])([CH3:26])[CH3:23]. The catalyst class is: 841. (5) Reactant: C(O[C:4]([C:6]1[N:11]=[C:10]([C:12]2[O:13][CH:14]=[CH:15][CH:16]=2)[C:9]2[N:17]=[C:18]([C:20]3[CH:25]=[CH:24][CH:23]=[CH:22][CH:21]=3)[S:19][C:8]=2[C:7]=1[OH:26])=[O:5])C.[NH2:27][CH2:28][C:29]([OH:31])=[O:30]. Product: [O:13]1[CH:14]=[CH:15][CH:16]=[C:12]1[C:10]1[C:9]2[N:17]=[C:18]([C:20]3[CH:25]=[CH:24][CH:23]=[CH:22][CH:21]=3)[S:19][C:8]=2[C:7]([OH:26])=[C:6]([C:4]([NH:27][CH2:28][C:29]([OH:31])=[O:30])=[O:5])[N:11]=1. The catalyst class is: 779.